Dataset: Peptide-MHC class I binding affinity with 185,985 pairs from IEDB/IMGT. Task: Regression. Given a peptide amino acid sequence and an MHC pseudo amino acid sequence, predict their binding affinity value. This is MHC class I binding data. (1) The peptide sequence is YRTAVCGLY. The MHC is HLA-B18:01 with pseudo-sequence HLA-B18:01. The binding affinity (normalized) is 0.0847. (2) The peptide sequence is MLLNRFTTR. The MHC is HLA-A33:01 with pseudo-sequence HLA-A33:01. The binding affinity (normalized) is 0.750.